Dataset: Full USPTO retrosynthesis dataset with 1.9M reactions from patents (1976-2016). Task: Predict the reactants needed to synthesize the given product. (1) Given the product [IH:1].[CH3:3][N:4]([CH3:15])[C@@:5]12[C@@H:13]3[CH2:14][C@@H:10]([CH2:11][CH2:12]3)[C@@H:9]1[CH2:8][CH2:7][CH2:6]2, predict the reactants needed to synthesize it. The reactants are: [I:1]C.[CH3:3][NH:4][C@@:5]12[C@@H:13]3[CH2:14][C@@H:10]([CH2:11][CH2:12]3)[C@@H:9]1[CH2:8][CH2:7][CH2:6]2.[CH3:15]COCC. (2) Given the product [CH2:17]([O:19][C:20](=[O:30])[CH2:21][CH2:22][C:23]1[CH:28]=[CH:27][CH:26]=[C:25]([NH:29][C:14]([C:12]2[O:13][C:9]([C:4]3[CH:3]=[CH:2][CH:7]=[C:6]([Cl:8])[CH:5]=3)=[CH:10][CH:11]=2)=[O:16])[CH:24]=1)[CH3:18], predict the reactants needed to synthesize it. The reactants are: Cl[C:2]1[CH:3]=[C:4]([C:9]2[O:13][C:12]([C:14]([OH:16])=O)=[CH:11][CH:10]=2)[CH:5]=[C:6]([Cl:8])[CH:7]=1.[CH2:17]([O:19][C:20](=[O:30])[CH2:21][CH2:22][C:23]1[CH:28]=[CH:27][CH:26]=[C:25]([NH2:29])[CH:24]=1)[CH3:18]. (3) The reactants are: [Cl:1][C:2]1[N:3]=[C:4]([N:11]2[CH2:16][CH2:15][O:14][CH:13]([CH2:17][C:18]([OH:20])=O)[CH2:12]2)[C:5]2[S:10][CH:9]=[CH:8][C:6]=2[N:7]=1.C[N:22](C(ON1N=NC2C=CC=NC1=2)=[N+](C)C)C.F[P-](F)(F)(F)(F)F.CCN(C(C)C)C(C)C.[NH4+].[Cl-]. Given the product [Cl:1][C:2]1[N:3]=[C:4]([N:11]2[CH2:16][CH2:15][O:14][CH:13]([CH2:17][C:18]([NH2:22])=[O:20])[CH2:12]2)[C:5]2[S:10][CH:9]=[CH:8][C:6]=2[N:7]=1, predict the reactants needed to synthesize it. (4) Given the product [Br:11][CH2:9][C:8]([C:6]1[CH:5]=[CH:4][N:3]=[C:2]([Cl:1])[N:7]=1)=[O:10], predict the reactants needed to synthesize it. The reactants are: [Cl:1][C:2]1[N:7]=[C:6]([C:8](=[O:10])[CH3:9])[CH:5]=[CH:4][N:3]=1.[Br:11]Br.CCOCC. (5) Given the product [C:19](=[O:20])([O:16][CH:15]([C:9]1[N:10]([CH3:11])[C:6]([S:5][CH2:4][CH:1]2[CH2:2][CH2:3]2)=[N:7][N:8]=1)[CH2:14][C:13]([CH3:18])([CH3:17])[CH3:12])[O:21][C:22]([CH3:25])([CH3:24])[CH3:23], predict the reactants needed to synthesize it. The reactants are: [CH:1]1([CH2:4][S:5][C:6]2[N:10]([CH3:11])[CH:9]=[N:8][N:7]=2)[CH2:3][CH2:2]1.[CH3:12][C:13]([CH3:18])([CH3:17])[CH2:14][CH:15]=[O:16].[C:19](O[C:19]([O:21][C:22]([CH3:25])([CH3:24])[CH3:23])=[O:20])([O:21][C:22]([CH3:25])([CH3:24])[CH3:23])=[O:20].